From a dataset of Reaction yield outcomes from USPTO patents with 853,638 reactions. Predict the reaction yield, written as a fraction of the theoretical maximum amount of product (1.0 means a 100% yield; for example, 0.34 means a 34% yield). (1) The reactants are [Cl:1][C:2]1[CH:7]=[CH:6][N:5]=[C:4]2[NH:8][N:9]=[C:10]([CH:11]([CH3:13])[CH3:12])[C:3]=12.[H-].[Na+].F[C:17]1[CH:24]=[CH:23][C:20]([C:21]#[N:22])=[C:19]([N+:25]([O-:27])=[O:26])[CH:18]=1.O. The catalyst is CN(C=O)C. The product is [Cl:1][C:2]1[CH:7]=[CH:6][N:5]=[C:4]2[N:8]([C:17]3[CH:24]=[CH:23][C:20]([C:21]#[N:22])=[C:19]([N+:25]([O-:27])=[O:26])[CH:18]=3)[N:9]=[C:10]([CH:11]([CH3:13])[CH3:12])[C:3]=12. The yield is 0.850. (2) The reactants are [CH2:1]([NH:8][C:9](=[O:18])[C:10]1[CH:15]=[C:14]([I:16])[CH:13]=[C:12]([OH:17])[CH:11]=1)[C:2]1[CH:7]=[CH:6][CH:5]=[CH:4][CH:3]=1.C(=O)([O-])[O-].[K+].[K+].[CH2:25]([O:27][C:28](=[O:53])[CH2:29][CH2:30][CH2:31][O:32][C:33]1[CH:38]=[CH:37][CH:36]=[C:35]([CH2:39][CH2:40][CH2:41][CH2:42][CH2:43][CH2:44]Br)[C:34]=1[CH2:46][CH2:47][C:48]([O:50][CH2:51][CH3:52])=[O:49])[CH3:26]. The yield is 1.00. The catalyst is CC(C)=O.CN(C=O)C. The product is [CH2:25]([O:27][C:28](=[O:53])[CH2:29][CH2:30][CH2:31][O:32][C:33]1[CH:38]=[CH:37][CH:36]=[C:35]([CH2:39][CH2:40][CH2:41][CH2:42][CH2:43][CH2:44][O:17][C:12]2[CH:13]=[C:14]([I:16])[CH:15]=[C:10]([C:9](=[O:18])[NH:8][CH2:1][C:2]3[CH:3]=[CH:4][CH:5]=[CH:6][CH:7]=3)[CH:11]=2)[C:34]=1[CH2:46][CH2:47][C:48]([O:50][CH2:51][CH3:52])=[O:49])[CH3:26]. (3) The reactants are CS(O[CH2:6][C:7]1[CH:12]=[CH:11][C:10]([NH:13][C:14](=[O:38])[C:15]2[CH:20]=[CH:19][C:18]([CH3:21])=[C:17]([NH:22][C:23]([C:25]3[C:29]4[N:30]=[CH:31][N:32]=[C:33]([NH:34][CH:35]5[CH2:37][CH2:36]5)[C:28]=4[S:27][CH:26]=3)=[O:24])[CH:16]=2)=[CH:9][C:8]=1[C:39]([F:42])([F:41])[F:40])(=O)=O.C([O-])([O-])=O.[K+].[K+].[CH3:49][C:50]1[N:51]=[CH:52][NH:53][CH:54]=1. The catalyst is CN(C=O)C.C(OCC)(=O)C. The product is [CH:35]1([NH:34][C:33]2[C:28]3[S:27][CH:26]=[C:25]([C:23]([NH:22][C:17]4[CH:16]=[C:15]([C:14](=[O:38])[NH:13][C:10]5[CH:11]=[CH:12][C:7]([CH2:6][N:53]6[CH:54]=[C:50]([CH3:49])[N:51]=[CH:52]6)=[C:8]([C:39]([F:42])([F:40])[F:41])[CH:9]=5)[CH:20]=[CH:19][C:18]=4[CH3:21])=[O:24])[C:29]=3[N:30]=[CH:31][N:32]=2)[CH2:36][CH2:37]1. The yield is 0.780. (4) The reactants are [Cl:1][C:2]1[CH:7]=[CH:6][N:5]2[N:8]=[CH:9][C:10]([C:11](Cl)=[O:12])=[C:4]2[N:3]=1.[CH:14]1([NH2:20])[CH2:19][CH2:18][CH2:17][CH2:16][CH2:15]1. The catalyst is ClCCl. The product is [Cl:1][C:2]1[CH:7]=[CH:6][N:5]2[N:8]=[CH:9][C:10]([C:11]([NH:20][CH:14]3[CH2:19][CH2:18][CH2:17][CH2:16][CH2:15]3)=[O:12])=[C:4]2[N:3]=1. The yield is 1.00. (5) The reactants are [N+:1]([C:4]1[C:13]2[C:8](=[CH:9][C:10]([CH:14]=[CH2:15])=[CH:11][CH:12]=2)[CH:7]=[CH:6][C:5]=1[OH:16])([O-:3])=[O:2].CCN(CC)CC.[O:24](S(C(F)(F)F)(=O)=O)[S:25]([C:28]([F:31])([F:30])[F:29])(=O)=[O:26]. The catalyst is C(Cl)Cl. The product is [N+:1]([C:4]1[C:13]2[C:8](=[CH:9][C:10]([CH:14]=[CH2:15])=[CH:11][CH:12]=2)[CH:7]=[CH:6][C:5]=1[O:16][S:25]([C:28]([F:31])([F:30])[F:29])(=[O:26])=[O:24])([O-:3])=[O:2]. The yield is 0.840.